From a dataset of Catalyst prediction with 721,799 reactions and 888 catalyst types from USPTO. Predict which catalyst facilitates the given reaction. Reactant: [O:1]1[CH2:6][CH2:5][N:4]([CH2:7][CH2:8][NH:9][C:10]2[N:15]=[CH:14][C:13]([C:16]3[CH:21]=[CH:20][C:19]([CH2:22][C:23]([NH:25][C:26]4[CH:30]=[C:29]([C:31]([CH3:37])([CH3:36])[C:32]([F:35])([F:34])[F:33])[O:28][N:27]=4)=[O:24])=[CH:18][CH:17]=3)=[CH:12][CH:11]=2)[CH2:3][CH2:2]1.[CH3:38][S:39]([OH:42])(=[O:41])=[O:40]. Product: [CH3:38][S:39]([O-:42])(=[O:41])=[O:40].[O:24]=[C:23]([NH:25][C:26]1[CH:30]=[C:29]([C:31]([CH3:37])([CH3:36])[C:32]([F:33])([F:35])[F:34])[O:28][N:27]=1)[CH2:22][C:19]1[CH:20]=[CH:21][C:16]([C:13]2[CH:12]=[CH:11][C:10]([NH:9][CH2:8][CH2:7][NH+:4]3[CH2:3][CH2:2][O:1][CH2:6][CH2:5]3)=[N:15][CH:14]=2)=[CH:17][CH:18]=1. The catalyst class is: 8.